Dataset: Catalyst prediction with 721,799 reactions and 888 catalyst types from USPTO. Task: Predict which catalyst facilitates the given reaction. (1) Reactant: [Br:1][C:2]1[CH:3]=[C:4]([NH2:13])[CH:5]=[CH:6][C:7]=1[O:8][C:9]([F:12])([F:11])[F:10].[CH3:14][C:15]([O:18][C:19](O[C:19]([O:18][C:15]([CH3:17])([CH3:16])[CH3:14])=[O:20])=[O:20])([CH3:17])[CH3:16].C(N(CC)CC)C. Product: [C:15]([O:18][C:19](=[O:20])[NH:13][C:4]1[CH:5]=[CH:6][C:7]([O:8][C:9]([F:11])([F:12])[F:10])=[C:2]([Br:1])[CH:3]=1)([CH3:17])([CH3:16])[CH3:14]. The catalyst class is: 5. (2) Reactant: [NH2:1][C:2]1[N:3]=[CH:4][C:5]([C:18]2[CH:46]=[CH:45][C:21]([C:22]([NH:24][CH:25]3[CH2:30][CH2:29][N:28](C(OC(C)(C)C)=O)[C@@H:27]([C:38]([O:40][C:41]([CH3:44])([CH3:43])[CH3:42])=[O:39])[CH2:26]3)=[O:23])=[CH:20][CH:19]=2)=[N:6][C:7]=1[NH:8][CH2:9][C:10]1[C:15]([Cl:16])=[CH:14][CH:13]=[CH:12][C:11]=1[Cl:17].Cl.[OH-].[Na+]. Product: [NH2:1][C:2]1[N:3]=[CH:4][C:5]([C:18]2[CH:46]=[CH:45][C:21]([C:22]([NH:24][CH:25]3[CH2:30][CH2:29][NH:28][C@@H:27]([C:38]([O:40][C:41]([CH3:42])([CH3:43])[CH3:44])=[O:39])[CH2:26]3)=[O:23])=[CH:20][CH:19]=2)=[N:6][C:7]=1[NH:8][CH2:9][C:10]1[C:11]([Cl:17])=[CH:12][CH:13]=[CH:14][C:15]=1[Cl:16]. The catalyst class is: 12. (3) Reactant: [CH2:1]([O:8][C@H:9]([CH3:45])[C:10]([NH:12][C@H:13]1[CH2:17][C@@H:16]([N:18]2[CH:26]=[N:25][C:24]3[C:19]2=[N:20][C:21](Cl)=[N:22][C:23]=3[NH:27][CH2:28][CH:29]([C:36]2[CH:41]=[CH:40][CH:39]=[CH:38][CH:37]=2)[C:30]2[CH:35]=[CH:34][CH:33]=[CH:32][CH:31]=2)[C@H:15]([OH:43])[C@@H:14]1[OH:44])=[O:11])[C:2]1[CH:7]=[CH:6][CH:5]=[CH:4][CH:3]=1.[C:46]([NH:53][C@@H:54]1[CH2:58][CH2:57][NH:56][CH2:55]1)([O:48][C:49]([CH3:52])([CH3:51])[CH3:50])=[O:47].[I-].[Na+]. Product: [C:49]([O:48][C:46](=[O:47])[NH:53][C@@H:54]1[CH2:58][CH2:57][N:56]([C:21]2[N:20]=[C:19]3[C:24]([N:25]=[CH:26][N:18]3[C@@H:16]3[CH2:17][C@H:13]([NH:12][C:10](=[O:11])[C@H:9]([O:8][CH2:1][C:2]4[CH:7]=[CH:6][CH:5]=[CH:4][CH:3]=4)[CH3:45])[C@@H:14]([OH:44])[C@H:15]3[OH:43])=[C:23]([NH:27][CH2:28][CH:29]([C:30]3[CH:35]=[CH:34][CH:33]=[CH:32][CH:31]=3)[C:36]3[CH:41]=[CH:40][CH:39]=[CH:38][CH:37]=3)[N:22]=2)[CH2:55]1)([CH3:52])([CH3:50])[CH3:51]. The catalyst class is: 10. (4) Reactant: [Cl:1][C:2]1[CH:3]=[N:4][N:5]([CH3:38])[C:6]=1[C:7]1[CH:8]=[C:9]2[CH2:15][N:14]([C@@H:16]([CH2:29][C:30]3[CH:35]=[CH:34][CH:33]=[C:32]([F:36])[CH:31]=3)[CH2:17][N:18]3C(=O)C4C(=CC=CC=4)C3=O)[C:13](=[O:37])[C:10]2=[N:11][CH:12]=1.O1C=CC=C1.NN. Product: [NH2:18][CH2:17][C@@H:16]([N:14]1[CH2:15][C:9]2[C:10](=[N:11][CH:12]=[C:7]([C:6]3[N:5]([CH3:38])[N:4]=[CH:3][C:2]=3[Cl:1])[CH:8]=2)[C:13]1=[O:37])[CH2:29][C:30]1[CH:35]=[CH:34][CH:33]=[C:32]([F:36])[CH:31]=1. The catalyst class is: 5. (5) Reactant: [NH2:1][C:2]1[N:6]([CH:7]2[CH2:12][CH2:11][CH2:10][N:9]([C:13]([O:15][CH2:16][C:17]3[CH:22]=[CH:21][CH:20]=[CH:19][CH:18]=3)=[O:14])[CH2:8]2)[N:5]=[C:4]([C:23]2[CH:28]=[CH:27][C:26]([O:29][Si:30]([C:33]([CH3:36])([CH3:35])[CH3:34])([CH3:32])[CH3:31])=[CH:25][CH:24]=2)[C:3]=1[C:37]#[N:38].C(N(CC)CC)C.[C:46](Cl)(=[O:48])[CH3:47]. Product: [C:46]([NH:1][C:2]1[N:6]([CH:7]2[CH2:12][CH2:11][CH2:10][N:9]([C:13]([O:15][CH2:16][C:17]3[CH:18]=[CH:19][CH:20]=[CH:21][CH:22]=3)=[O:14])[CH2:8]2)[N:5]=[C:4]([C:23]2[CH:24]=[CH:25][C:26]([O:29][Si:30]([C:33]([CH3:34])([CH3:35])[CH3:36])([CH3:31])[CH3:32])=[CH:27][CH:28]=2)[C:3]=1[C:37]#[N:38])(=[O:48])[CH3:47]. The catalyst class is: 46. (6) Reactant: [CH3:1][C:2]([N:4]([CH3:6])[CH3:5])=O.[CH3:1][C:2]([N:4]([CH3:6])[CH3:5])=O.[Cl:13][C:14]1[CH:19]=[CH:18][C:17]([C:20]2[NH:21][C:22]3[N:23]([N:27]=[C:28]([CH2:33][CH3:34])[C:29]=3[C:30]([NH2:32])=[O:31])[C:24](=[O:26])[CH:25]=2)=[CH:16][C:15]=1[O:35][CH3:36]. Product: [Cl:13][C:14]1[CH:19]=[CH:18][C:17]([C:20]2[NH:21][C:22]3[N:23]([N:27]=[C:28]([CH2:33][CH3:34])[C:29]=3[C:30](/[N:32]=[C:2](/[N:4]([CH3:6])[CH3:5])\[CH3:1])=[O:31])[C:24](=[O:26])[CH:25]=2)=[CH:16][C:15]=1[O:35][CH3:36]. The catalyst class is: 3.